Dataset: Full USPTO retrosynthesis dataset with 1.9M reactions from patents (1976-2016). Task: Predict the reactants needed to synthesize the given product. (1) Given the product [CH3:1][O:2][C:3]1[CH:8]=[CH:7][CH:6]=[CH:5][C:4]=1[CH:19]=[C:15]1[C:16](=[O:17])[O:18][C:11]([CH3:12])=[N:14]1, predict the reactants needed to synthesize it. The reactants are: [CH3:1][O:2][C:3]1[CH:4]=[CH:5][C:6](C=O)=[CH:7][CH:8]=1.[C:11]([NH:14][CH2:15][C:16]([OH:18])=[O:17])(=O)[CH3:12].[C:19]([O-])(=O)C.[Na+]. (2) The reactants are: C([O:4][CH2:5][C:6]([CH3:47])([CH3:46])[CH2:7][N:8]1[C:14]2[CH:15]=[CH:16][C:17]([Cl:19])=[CH:18][C:13]=2[C@@H:12]([C:20]2[CH:25]=[CH:24][CH:23]=[C:22]([O:26][CH3:27])[C:21]=2[O:28][CH3:29])[O:11][C@H:10]([CH2:30][C:31]([NH:33][C:34]2[CH:39]=[CH:38][C:37]([CH2:40][C:41]([O:43]C)=[O:42])=[CH:36][CH:35]=2)=[O:32])[C:9]1=[O:45])(=O)C.[OH-].[Na+].C(O)C. Given the product [Cl:19][C:17]1[CH:16]=[CH:15][C:14]2[N:8]([CH2:7][C:6]([CH3:46])([CH3:47])[CH2:5][OH:4])[C:9](=[O:45])[C@@H:10]([CH2:30][C:31]([NH:33][C:34]3[CH:39]=[CH:38][C:37]([CH2:40][C:41]([OH:43])=[O:42])=[CH:36][CH:35]=3)=[O:32])[O:11][C@H:12]([C:20]3[CH:25]=[CH:24][CH:23]=[C:22]([O:26][CH3:27])[C:21]=3[O:28][CH3:29])[C:13]=2[CH:18]=1, predict the reactants needed to synthesize it. (3) The reactants are: [CH3:1][O:2][C:3]1[CH:4]=[C:5]([N:13]=[C:14]=[O:15])[CH:6]=[C:7]([O:11][CH3:12])[C:8]=1[O:9][CH3:10].ClC1C=C(C=CC=1Cl)CC1CCN(C[C@H](N)C(C)C)CC1.[Cl:37][C:38]1[CH:39]=[C:40]([CH:55]=[CH:56][C:57]=1[Cl:58])[CH2:41][CH:42]1[CH2:47][CH2:46][N:45]([CH2:48][C@H:49]([NH2:54])[C:50]([CH3:53])([CH3:52])[CH3:51])[CH2:44][CH2:43]1. Given the product [Cl:37][C:38]1[CH:39]=[C:40]([CH:55]=[CH:56][C:57]=1[Cl:58])[CH2:41][CH:42]1[CH2:43][CH2:44][N:45]([CH2:48][C@H:49]([NH:54][C:14]([NH:13][C:5]2[CH:4]=[C:3]([O:2][CH3:1])[C:8]([O:9][CH3:10])=[C:7]([O:11][CH3:12])[CH:6]=2)=[O:15])[C:50]([CH3:53])([CH3:52])[CH3:51])[CH2:46][CH2:47]1, predict the reactants needed to synthesize it.